This data is from Forward reaction prediction with 1.9M reactions from USPTO patents (1976-2016). The task is: Predict the product of the given reaction. (1) The product is: [Br-:1].[C:7]([CH2:9][CH2:10][CH2:11][N+:12]12[CH2:19][CH2:18][CH:15]([CH2:16][CH2:17]1)[C@@H:14]([O:20][C:21](=[O:36])[C:22]([OH:35])([C:29]1[CH:34]=[CH:33][CH:32]=[CH:31][CH:30]=1)[C:23]1[CH:24]=[CH:25][CH:26]=[CH:27][CH:28]=1)[CH2:13]2)([OH:8])=[O:6]. Given the reactants [Br-:1].C([O:6][C:7]([CH2:9][CH2:10][CH2:11][N+:12]12[CH2:19][CH2:18][CH:15]([CH2:16][CH2:17]1)[C@@H:14]([O:20][C:21](=[O:36])[C:22]([OH:35])([C:29]1[CH:34]=[CH:33][CH:32]=[CH:31][CH:30]=1)[C:23]1[CH:28]=[CH:27][CH:26]=[CH:25][CH:24]=1)[CH2:13]2)=[O:8])(C)(C)C.Br, predict the reaction product. (2) Given the reactants [C:1]([N:4]1[CH2:9][CH2:8][N:7]([C:10]([O:12][C:13]([CH3:16])([CH3:15])[CH3:14])=[O:11])[CH2:6][CH2:5]1)(=[S:3])[NH2:2].[Cl:17][CH2:18][C:19]([CH2:21]Cl)=O.C(=O)(O)[O-].[Na+], predict the reaction product. The product is: [Cl:17][CH2:18][C:19]1[N:2]=[C:1]([N:4]2[CH2:5][CH2:6][N:7]([C:10]([O:12][C:13]([CH3:16])([CH3:15])[CH3:14])=[O:11])[CH2:8][CH2:9]2)[S:3][CH:21]=1. (3) The product is: [Cl:12][C:9]1[N:8]=[N:7][C:6]([NH:5][CH:3]2[CH2:2][N:1]([C:16]([C:15]3[CH:19]=[C:20]([CH:21]=[CH:22][C:14]=3[F:13])[CH:23]=[O:24])=[O:17])[CH2:4]2)=[CH:11][CH:10]=1. Given the reactants [NH:1]1[CH2:4][CH:3]([NH:5][C:6]2[N:7]=[N:8][C:9]([Cl:12])=[CH:10][CH:11]=2)[CH2:2]1.[F:13][C:14]1[CH:22]=[CH:21][C:20]([CH:23]=[O:24])=[CH:19][C:15]=1[C:16](O)=[O:17].F[P-](F)(F)(F)(F)F.N1(OC(N(C)C)=[N+](C)C)C2C=CC=CC=2N=N1.C(N(CC)C(C)C)(C)C, predict the reaction product. (4) Given the reactants [CH3:1][O:2][C:3]1[CH:11]=[C:10]2[C:6]([C:7](=[O:13])[C:8](=[O:12])[NH:9]2)=[CH:5][CH:4]=1.[CH3:14][O:15][CH2:16][CH2:17]Br, predict the reaction product. The product is: [CH3:1][O:2][C:3]1[CH:11]=[C:10]2[C:6]([C:7](=[O:13])[C:8](=[O:12])[N:9]2[CH2:17][CH2:16][O:15][CH3:14])=[CH:5][CH:4]=1. (5) Given the reactants [OH:1][C:2]1[CH:11]=[C:10]([OH:12])[C:9]([CH:13]([CH3:15])[CH3:14])=[CH:8][C:3]=1[C:4]([O:6][CH3:7])=[O:5].C(=O)([O-])[O-].[K+].[K+].[CH2:22](Br)[C:23]1[CH:28]=[CH:27][CH:26]=[CH:25][CH:24]=1, predict the reaction product. The product is: [CH2:22]([O:12][C:10]1[C:9]([CH:13]([CH3:15])[CH3:14])=[CH:8][C:3]([C:4]([O:6][CH3:7])=[O:5])=[C:2]([OH:1])[CH:11]=1)[C:23]1[CH:28]=[CH:27][CH:26]=[CH:25][CH:24]=1. (6) Given the reactants [Cl:1][C:2]1[CH:7]=[CH:6][C:5]([CH2:8]Cl)=[CH:4][N:3]=1.[C:10]([NH2:14])([CH3:13])([CH3:12])[CH3:11].C(=O)([O-])[O-].[K+].[K+], predict the reaction product. The product is: [C:10]([NH:14][CH2:8][C:5]1[CH:4]=[N:3][C:2]([Cl:1])=[CH:7][CH:6]=1)([CH3:13])([CH3:12])[CH3:11]. (7) Given the reactants [CH3:1][C:2]1[C:10]([CH3:11])=[CH:9][CH:8]=[C:7]2[C:3]=1[CH:4]=[C:5]([C:17]([O:19]CC)=[O:18])[N:6]2[CH2:12][CH2:13][CH2:14][C:15]#[N:16].[OH-].[Na+], predict the reaction product. The product is: [CH3:1][C:2]1[C:10]([CH3:11])=[CH:9][CH:8]=[C:7]2[C:3]=1[CH:4]=[C:5]([C:17]([OH:19])=[O:18])[N:6]2[CH2:12][CH2:13][CH2:14][C:15]#[N:16]. (8) The product is: [C:1]([C:4]1[CH:5]=[CH:6][C:7]([C:8]([NH:35][CH2:34][C:30]2[CH:29]=[C:28]([CH:33]=[CH:32][CH:31]=2)[O:27][C:24]2[CH:25]=[CH:26][C:21]([O:20][C:17]([CH3:19])([CH3:18])[C:16]([OH:38])=[O:15])=[C:22]([CH3:36])[CH:23]=2)=[O:10])=[CH:11][CH:12]=1)(=[O:3])[CH3:2]. Given the reactants [C:1]([C:4]1[CH:12]=[CH:11][C:7]([C:8]([OH:10])=O)=[CH:6][CH:5]=1)(=[O:3])[CH3:2].C([O:15][C:16](=[O:38])[C:17]([O:20][C:21]1[CH:26]=[CH:25][C:24]([O:27][C:28]2[CH:33]=[CH:32][CH:31]=[C:30]([CH2:34][NH2:35])[CH:29]=2)=[CH:23][C:22]=1[CH2:36]C)([CH3:19])[CH3:18])C, predict the reaction product. (9) Given the reactants C([O:8][C:9]1[C:10]([OH:27])=[C:11]([CH:23]=[C:24](I)[N:25]=1)[C:12]([NH:14][CH2:15][C:16]1[CH:21]=[CH:20][C:19]([F:22])=[CH:18][CH:17]=1)=[O:13])C1C=CC=CC=1.[S:28]1[CH:32]=[CH:31][CH:30]=[C:29]1[Sn](CCCC)(CCCC)CCCC.Cl, predict the reaction product. The product is: [F:22][C:19]1[CH:18]=[CH:17][C:16]([CH2:15][NH:14][C:12]([C:11]2[CH:23]=[C:24]([C:29]3[S:28][CH:32]=[CH:31][CH:30]=3)[N:25]=[C:9]([OH:8])[C:10]=2[OH:27])=[O:13])=[CH:21][CH:20]=1.